From a dataset of Catalyst prediction with 721,799 reactions and 888 catalyst types from USPTO. Predict which catalyst facilitates the given reaction. (1) Reactant: Cl[C:2]1[CH:11]=[CH:10][C:9]2[C:4](=[C:5]([C:12]3[NH:20][C:19]4[CH2:18][CH2:17][NH:16][C:15](=[O:21])[C:14]=4[CH:13]=3)[CH:6]=[CH:7][CH:8]=2)[N:3]=1.[NH2:22][C@H:23]1[CH2:28][CH2:27][CH2:26][N:25]([C:29]([O:31][C:32]([CH3:35])([CH3:34])[CH3:33])=[O:30])[CH2:24]1. Product: [O:21]=[C:15]1[C:14]2[CH:13]=[C:12]([C:5]3[CH:6]=[CH:7][CH:8]=[C:9]4[C:4]=3[N:3]=[C:2]([NH:22][C@H:23]3[CH2:28][CH2:27][CH2:26][N:25]([C:29]([O:31][C:32]([CH3:35])([CH3:34])[CH3:33])=[O:30])[CH2:24]3)[CH:11]=[CH:10]4)[NH:20][C:19]=2[CH2:18][CH2:17][NH:16]1. The catalyst class is: 16. (2) Product: [CH3:1][O:2][C:3]1[CH:4]=[CH:5][C:6]([C@@H:9]2[C@@H:14]([O:15][CH2:16][C:17]3[CH:18]=[CH:19][C:20]4[O:25][CH2:24][CH2:23][N:22]([CH2:26][CH2:27][CH2:28][O:29][CH3:30])[C:21]=4[CH:31]=3)[CH2:13][N:12]([S:32]([C:35]3[CH:36]=[CH:37][C:38]([CH3:41])=[CH:39][CH:40]=3)(=[O:34])=[O:33])[CH2:11][C@H:10]2[O:42][CH2:43][C:44]([N:49]2[CH2:50][CH2:51][O:52][CH2:53][C@@H:48]2[CH3:47])=[O:45])=[CH:7][CH:8]=1. Reactant: [CH3:1][O:2][C:3]1[CH:8]=[CH:7][C:6]([C@@H:9]2[C@@H:14]([O:15][CH2:16][C:17]3[CH:18]=[CH:19][C:20]4[O:25][CH2:24][CH2:23][N:22]([CH2:26][CH2:27][CH2:28][O:29][CH3:30])[C:21]=4[CH:31]=3)[CH2:13][N:12]([S:32]([C:35]3[CH:40]=[CH:39][C:38]([CH3:41])=[CH:37][CH:36]=3)(=[O:34])=[O:33])[CH2:11][C@H:10]2[O:42][CH2:43][C:44](O)=[O:45])=[CH:5][CH:4]=1.[CH3:47][C@H:48]1[CH2:53][O:52][CH2:51][CH2:50][NH:49]1.C(N(CC)CC)C. The catalyst class is: 646. (3) Reactant: [Cl:1][C:2]1[N:3]=[CH:4][C:5]2[CH:10]=[C:9]([CH:11]=[O:12])[N:8]([CH:13]([CH2:16][CH3:17])[CH2:14][CH3:15])[C:6]=2[N:7]=1.[OH:18]OS([O-])=O.[K+]. Product: [Cl:1][C:2]1[N:3]=[CH:4][C:5]2[CH:10]=[C:9]([C:11]([OH:18])=[O:12])[N:8]([CH:13]([CH2:16][CH3:17])[CH2:14][CH3:15])[C:6]=2[N:7]=1. The catalyst class is: 3. (4) Reactant: [N:1]([OH:4])=[N+]=[N-].[C:5]([O:9][C:10](OC([O-])=O)=[O:11])([CH3:8])([CH3:7])[CH3:6]. Product: [C:10]([NH:1][OH:4])([O:9][C:5]([CH3:8])([CH3:7])[CH3:6])=[O:11]. The catalyst class is: 105. (5) Reactant: C([Li])CCC.CCCCCC.C(NC(C)C)(C)C.[Cl:19][C:20]1[CH:29]=[CH:28][C:27]2[C:22](=[C:23]([Cl:30])[CH:24]=[CH:25][CH:26]=2)[N:21]=1.[CH:31](OCC)=[O:32].[Cl-].[NH4+]. Product: [Cl:19][C:20]1[C:29]([CH:31]=[O:32])=[CH:28][C:27]2[C:22](=[C:23]([Cl:30])[CH:24]=[CH:25][CH:26]=2)[N:21]=1. The catalyst class is: 7. (6) Reactant: [CH2:1]([N:8]1[CH2:13][CH2:12][N:11]([C:14]([O:16][C:17]([CH3:20])([CH3:19])[CH3:18])=[O:15])[C@H:10]([CH2:21][N:22]([C:26](=[O:34])[CH2:27][CH2:28][C:29]([O:31]CC)=[O:30])[CH:23]([CH3:25])[CH3:24])[CH2:9]1)[C:2]1[CH:7]=[CH:6][CH:5]=[CH:4][CH:3]=1.[OH-].[Li+].Cl.[Cl-].[Na+]. Product: [CH2:1]([N:8]1[CH2:13][CH2:12][N:11]([C:14]([O:16][C:17]([CH3:18])([CH3:20])[CH3:19])=[O:15])[C@H:10]([CH2:21][N:22]([CH:23]([CH3:25])[CH3:24])[C:26](=[O:34])[CH2:27][CH2:28][C:29]([OH:31])=[O:30])[CH2:9]1)[C:2]1[CH:7]=[CH:6][CH:5]=[CH:4][CH:3]=1. The catalyst class is: 8. (7) Reactant: CS[C:3]([N:14]1[CH2:18][CH:17]([C:19]2[CH:24]=[CH:23][CH:22]=[CH:21][CH:20]=2)[C:16]([C:25]2[CH:30]=[CH:29][C:28]([Cl:31])=[CH:27][CH:26]=2)=[N:15]1)=[N:4][S:5]([N:8]1[CH2:13][CH2:12][CH2:11][CH2:10][CH2:9]1)(=[O:7])=[O:6].[CH3:32][NH2:33]. Product: [Cl:31][C:28]1[CH:29]=[CH:30][C:25]([C:16]2[CH:17]([C:19]3[CH:24]=[CH:23][CH:22]=[CH:21][CH:20]=3)[CH2:18][N:14]([C:3]([NH:33][CH3:32])=[N:4][S:5]([N:8]3[CH2:13][CH2:12][CH2:11][CH2:10][CH2:9]3)(=[O:7])=[O:6])[N:15]=2)=[CH:26][CH:27]=1. The catalyst class is: 5. (8) The catalyst class is: 3. Product: [C:16]1([C:13]2[N:12]=[C:11]([CH2:10][CH2:9][NH:8][C:22](=[O:23])[O:24][C:25]([CH3:26])([CH3:27])[CH3:28])[N:15]([CH2:41][C:42]([F:45])([F:44])[F:43])[N:14]=2)[CH:17]=[CH:18][CH:19]=[CH:20][CH:21]=1. Reactant: C(OC([N:8]([C:22]([O:24][C:25]([CH3:28])([CH3:27])[CH3:26])=[O:23])[CH2:9][CH2:10][C:11]1[NH:15][N:14]=[C:13]([C:16]2[CH:21]=[CH:20][CH:19]=[CH:18][CH:17]=2)[N:12]=1)=O)(C)(C)C.C(=O)([O-])[O-].[K+].[K+].FC(F)(F)S(O[CH2:41][C:42]([F:45])([F:44])[F:43])(=O)=O. (9) Reactant: [C:1]1([CH:7]([C:13]2[CH:18]=[CH:17][CH:16]=[CH:15][CH:14]=2)[N:8]2[CH2:11][CH:10]([OH:12])[CH2:9]2)[CH:6]=[CH:5][CH:4]=[CH:3][CH:2]=1.[ClH:19]. Product: [ClH:19].[C:13]1([CH:7]([C:1]2[CH:2]=[CH:3][CH:4]=[CH:5][CH:6]=2)[N:8]2[CH2:11][CH:10]([OH:12])[CH2:9]2)[CH:14]=[CH:15][CH:16]=[CH:17][CH:18]=1. The catalyst class is: 25.